This data is from Full USPTO retrosynthesis dataset with 1.9M reactions from patents (1976-2016). The task is: Predict the reactants needed to synthesize the given product. (1) Given the product [NH2:12][C:9]1[CH:8]=[CH:7][C:3]([C:4]([OH:6])=[O:5])=[C:2]([OH:1])[C:10]=1[OH:11], predict the reactants needed to synthesize it. The reactants are: [OH:1][C:2]1[C:10]([OH:11])=[C:9]([N+:12]([O-])=O)[CH:8]=[CH:7][C:3]=1[C:4]([OH:6])=[O:5].OCC1(OC[C@@H](O)[C@@H](O)[C@H]1O)O.[H][H]. (2) The reactants are: [F:1][C:2]([F:42])([F:41])[C:3]([C:12]1[CH:13]=[C:14]([CH:25]=[CH:26][C:27]=1[Sn:28]([CH2:37][CH2:38][CH2:39][CH3:40])([CH2:33][CH2:34][CH2:35][CH3:36])[CH2:29][CH2:30][CH2:31][CH3:32])[CH2:15][N:16]([CH3:24])[C:17](=[O:23])[CH2:18][CH2:19][C:20]([OH:22])=[O:21])([O:8][CH2:9][O:10][CH3:11])[C:4]([F:7])([F:6])[F:5].O[N:44]1[C:48](=[O:49])[CH2:47][CH2:46][C:45]1=[O:50].CCN=C=NCCCN(C)C. Given the product [F:42][C:2]([F:1])([F:41])[C:3]([C:12]1[CH:13]=[C:14]([CH:25]=[CH:26][C:27]=1[Sn:28]([CH2:29][CH2:30][CH2:31][CH3:32])([CH2:33][CH2:34][CH2:35][CH3:36])[CH2:37][CH2:38][CH2:39][CH3:40])[CH2:15][N:16]([CH3:24])[C:17](=[O:23])[CH2:18][CH2:19][C:20]([O:22][N:44]1[C:48](=[O:49])[CH2:47][CH2:46][C:45]1=[O:50])=[O:21])([O:8][CH2:9][O:10][CH3:11])[C:4]([F:7])([F:6])[F:5], predict the reactants needed to synthesize it.